This data is from Reaction yield outcomes from USPTO patents with 853,638 reactions. The task is: Predict the reaction yield, written as a fraction of the theoretical maximum amount of product (1.0 means a 100% yield; for example, 0.34 means a 34% yield). (1) The reactants are [Cl-].O[NH3+:3].[C:4](=[O:7])([O-])[OH:5].[Na+].CS(C)=O.[CH2:13]([C:17]1[N:18]=[C:19]([CH3:48])[N:20]([CH2:39][C:40]2[C:45]([F:46])=[CH:44][CH:43]=[CH:42][C:41]=2[F:47])[C:21](=[O:38])[C:22]=1[CH2:23][C:24]1[CH:29]=[CH:28][C:27]([C:30]2[C:31]([C:36]#[N:37])=[CH:32][CH:33]=[CH:34][CH:35]=2)=[CH:26][CH:25]=1)[CH2:14][CH2:15][CH3:16]. The catalyst is C(OCC)(=O)C. The product is [CH2:13]([C:17]1[N:18]=[C:19]([CH3:48])[N:20]([CH2:39][C:40]2[C:45]([F:46])=[CH:44][CH:43]=[CH:42][C:41]=2[F:47])[C:21](=[O:38])[C:22]=1[CH2:23][C:24]1[CH:25]=[CH:26][C:27]([C:30]2[CH:35]=[CH:34][CH:33]=[CH:32][C:31]=2[C:36]2[NH:3][C:4](=[O:7])[O:5][N:37]=2)=[CH:28][CH:29]=1)[CH2:14][CH2:15][CH3:16]. The yield is 0.750. (2) The reactants are CS(O[CH2:6][CH2:7][CH2:8][N:9]1[C:13]2[CH:14]=[CH:15][C:16]([CH:18]=[O:19])=[CH:17][C:12]=2[S:11][C:10]1=[O:20])(=O)=O.[OH:21][C:22]([C:39]1[S:40][CH:41]=[CH:42][CH:43]=1)([C:34]1[S:35][CH:36]=[CH:37][CH:38]=1)[C:23]([O:25][C@H:26]1[CH2:31][CH2:30][C@H:29]([NH:32][CH3:33])[CH2:28][CH2:27]1)=[O:24].[I-].[Na+].CCN(C(C)C)C(C)C. The catalyst is CN(C=O)C. The product is [OH:21][C:22]([C:34]1[S:35][CH:36]=[CH:37][CH:38]=1)([C:39]1[S:40][CH:41]=[CH:42][CH:43]=1)[C:23]([O:25][C@H:26]1[CH2:27][CH2:28][C@H:29]([N:32]([CH2:6][CH2:7][CH2:8][N:9]2[C:13]3[CH:14]=[CH:15][C:16]([CH:18]=[O:19])=[CH:17][C:12]=3[S:11][C:10]2=[O:20])[CH3:33])[CH2:30][CH2:31]1)=[O:24]. The yield is 0.550. (3) The reactants are C(OC([NH:8][C@:9]1([C:16]([O:18][CH2:19][CH3:20])=[O:17])[CH2:14][C:13](=[O:15])[NH:12][C:10]1=[O:11])=O)(C)(C)C.[ClH:21]. The catalyst is C(OCC)(=O)C. The product is [ClH:21].[NH2:8][C@:9]1([C:16]([O:18][CH2:19][CH3:20])=[O:17])[CH2:14][C:13](=[O:15])[NH:12][C:10]1=[O:11]. The yield is 0.970. (4) The reactants are I[C:2]1[N:3]([CH2:28][CH2:29][CH3:30])[C:4](=[O:27])[C:5]2[NH:6][C:7]([C:11]3[CH:12]=[N:13][N:14]([CH2:16][C:17]4[CH:22]=[CH:21][CH:20]=[C:19](C(F)(F)F)[CH:18]=4)[CH:15]=3)=[N:8][C:9]=2[N:10]=1.C1COCC1.[F:36][C:37](I)([F:39])[F:38]. The catalyst is [Zn].CN(P(N(C)C)(N(C)C)=O)C. The product is [CH2:28]([N:3]1[C:4](=[O:27])[C:5]2[NH:6][C:7]([C:11]3[CH:12]=[N:13][N:14]([CH2:16][C:17]4[CH:22]=[CH:21][CH:20]=[C:19]([C:37]([F:39])([F:38])[F:36])[CH:18]=4)[CH:15]=3)=[N:8][C:9]=2[N:10]=[C:2]1[C:37]([F:39])([F:38])[F:36])[CH2:29][CH3:30]. The yield is 0.140. (5) The reactants are [C:1]([O:5][C:6]([N:8]([C:13]1[C:21]2[C:16](=[CH:17][CH:18]=[CH:19][CH:20]=2)[N:15]([CH2:22][C:23]([O:25]CC)=[O:24])[CH:14]=1)[S:9]([CH3:12])(=[O:11])=[O:10])=[O:7])([CH3:4])([CH3:3])[CH3:2].[Li+].[OH-].Cl. The catalyst is C1COCC1.O.C(OCC)(=O)C. The product is [C:1]([O:5][C:6]([N:8]([C:13]1[C:21]2[C:16](=[CH:17][CH:18]=[CH:19][CH:20]=2)[N:15]([CH2:22][C:23]([OH:25])=[O:24])[CH:14]=1)[S:9]([CH3:12])(=[O:11])=[O:10])=[O:7])([CH3:4])([CH3:2])[CH3:3]. The yield is 0.950. (6) The product is [C:1]([Si:5]([O:6][C@H:7]1[CH2:8][CH2:9][C:10]([C:11]([CH3:12])=[CH2:17])=[CH:13]1)([CH3:15])[CH3:16])([CH3:2])([CH3:3])[CH3:4]. The catalyst is Cl[Ru](=CC1C=CC=CC=1)([P](C1CCCCC1)(C1CCCCC1)C1CCCCC1)([P](C1CCCCC1)(C1CCCCC1)C1CCCCC1)Cl. The yield is 0.860. The reactants are [C:1]([Si:5]([CH3:16])([CH3:15])[O:6][C@H:7]([CH:13]=C)[CH2:8][CH2:9][C:10]#[C:11][CH3:12])([CH3:4])([CH3:3])[CH3:2].[CH2:17](Cl)Cl. (7) The reactants are CO[C:3]1[CH:8]=[CH:7][N:6]=[CH:5][C:4]=1[N+:9]([O-:11])=[O:10].[CH:12]1([NH2:15])[CH2:14][CH2:13]1.CCN(C(C)C)C(C)C. The catalyst is C(O)C. The product is [CH:12]1([NH:15][C:3]2[CH:8]=[CH:7][N:6]=[CH:5][C:4]=2[N+:9]([O-:11])=[O:10])[CH2:14][CH2:13]1. The yield is 0.720.